This data is from Reaction yield outcomes from USPTO patents with 853,638 reactions. The task is: Predict the reaction yield, written as a fraction of the theoretical maximum amount of product (1.0 means a 100% yield; for example, 0.34 means a 34% yield). (1) The reactants are [C:1]([Cl:6])(=O)[C:2](Cl)=[O:3].[C:7]([C:10]1[CH:34]=[CH:33][C:13]([O:14][CH2:15][C:16]2[CH:21]=[CH:20][C:19]([CH:22]([OH:32])[C:23]3[CH:24]=[C:25]([CH:29]=[CH:30][CH:31]=3)C(O)=O)=[CH:18][CH:17]=2)=[C:12]([Cl:35])[C:11]=1[OH:36])(=[O:9])[CH3:8].[N+](=C)=[N-]. The catalyst is O1CCCC1.CN(C)C=O. The product is [C:7]([C:10]1[CH:34]=[CH:33][C:13]([O:14][CH2:15][C:16]2[CH:17]=[CH:18][C:19]([CH:22]([OH:32])[C:23]3[CH:31]=[C:30]([C:2](=[O:3])[CH2:1][Cl:6])[CH:29]=[CH:25][CH:24]=3)=[CH:20][CH:21]=2)=[C:12]([Cl:35])[C:11]=1[OH:36])(=[O:9])[CH3:8]. The yield is 0.940. (2) The reactants are Cl[C:2]1[C:3]([NH:12][S:13]([C:16]2[CH:21]=[CH:20][CH:19]=[C:18]([N+:22]([O-:24])=[O:23])[CH:17]=2)(=[O:15])=[O:14])=[N:4][C:5]2[C:10]([N:11]=1)=[CH:9][CH:8]=[CH:7][CH:6]=2.[CH3:25][O:26][C:27]1[CH:28]=[C:29]([CH:31]=[C:32]([N+:34]([O-:36])=[O:35])[CH:33]=1)[NH2:30].CC1C=CC(C)=CC=1. The catalyst is C(Cl)Cl. The product is [CH3:25][O:26][C:27]1[CH:28]=[C:29]([NH:30][C:2]2[C:3]([NH:12][S:13]([C:16]3[CH:21]=[CH:20][CH:19]=[C:18]([N+:22]([O-:24])=[O:23])[CH:17]=3)(=[O:15])=[O:14])=[N:4][C:5]3[C:10]([N:11]=2)=[CH:9][CH:8]=[CH:7][CH:6]=3)[CH:31]=[C:32]([N+:34]([O-:36])=[O:35])[CH:33]=1. The yield is 0.420. (3) The reactants are [F:1][C:2]1[CH:3]=[CH:4][C:5]([CH3:35])=[C:6]([CH:34]=1)[O:7][CH2:8][C:9]1[C:18]([C:19]2[CH:24]=[CH:23][C:22]([O:25]COC)=[CH:21][C:20]=2[O:29][CH3:30])=[CH:17][CH:16]=[C:15]2[C:10]=1[C:11]([CH3:33])=[CH:12][C:13]([CH3:32])([CH3:31])[NH:14]2.Cl.O1CCOCC1. The catalyst is O1CCOCC1.C(OCC)(=O)C. The product is [F:1][C:2]1[CH:3]=[CH:4][C:5]([CH3:35])=[C:6]([CH:34]=1)[O:7][CH2:8][C:9]1[C:18]([C:19]2[CH:24]=[CH:23][C:22]([OH:25])=[CH:21][C:20]=2[O:29][CH3:30])=[CH:17][CH:16]=[C:15]2[C:10]=1[C:11]([CH3:33])=[CH:12][C:13]([CH3:31])([CH3:32])[NH:14]2. The yield is 0.630. (4) The reactants are C[O:2][C:3](=[O:28])[CH:4]([N:11]1[C:16](=[O:17])[CH:15]=[C:14]([O:18][C:19]2[CH:27]=[CH:26][CH:25]=[C:24]3[C:20]=2[CH:21]=[CH:22][NH:23]3)[CH:13]=[N:12]1)[CH2:5][CH:6]1[CH2:10][CH2:9][CH2:8][CH2:7]1.[OH-].[Na+].Cl. The catalyst is CO.O. The product is [CH:6]1([CH2:5][CH:4]([N:11]2[C:16](=[O:17])[CH:15]=[C:14]([O:18][C:19]3[CH:27]=[CH:26][CH:25]=[C:24]4[C:20]=3[CH:21]=[CH:22][NH:23]4)[CH:13]=[N:12]2)[C:3]([OH:28])=[O:2])[CH2:10][CH2:9][CH2:8][CH2:7]1. The yield is 0.420. (5) The reactants are N1C=CN=C1.[OH:6][C@H:7]([CH2:14][I:15])[CH2:8][C:9]([O:11][CH2:12][CH3:13])=[O:10].[Na+].[I-].[C:18]([Si:22](Cl)([CH3:24])[CH3:23])([CH3:21])([CH3:20])[CH3:19].[O-]S([O-])(=S)=O.[Na+].[Na+]. The catalyst is CN(C=O)C.O. The product is [Si:22]([O:6][C@H:7]([CH2:14][I:15])[CH2:8][C:9]([O:11][CH2:12][CH3:13])=[O:10])([C:18]([CH3:21])([CH3:20])[CH3:19])([CH3:24])[CH3:23]. The yield is 0.970. (6) The reactants are ClC(Cl)(Cl)C(Cl)(Cl)Cl.[F:9][C:10]1[CH:11]=[CH:12][C:13]([NH:16][NH:17][C:18]([N:20]([CH2:24][CH:25]=[CH2:26])[CH2:21][CH:22]=[CH2:23])=O)=[N:14][CH:15]=1.C(N(CC)CC)C.C1(P(C2C=CC=CC=2)C2C=CC=CC=2)C=CC=CC=1. The catalyst is C1COCC1.CO. The product is [CH2:21]([N:20]([CH2:24][CH:25]=[CH2:26])[C:18]1[N:14]2[CH:15]=[C:10]([F:9])[CH:11]=[CH:12][C:13]2=[N:16][N:17]=1)[CH:22]=[CH2:23]. The yield is 0.620. (7) The reactants are [CH3:1][O:2][C:3]1[C:7]2[C:8](=[O:25])[N:9]([CH2:16][C:17](=[O:24])[C:18]3[CH:23]=[CH:22][CH:21]=[CH:20][CH:19]=3)[C:10]3[CH:11]=[CH:12][CH:13]=[CH:14][C:15]=3[C:6]=2[S:5][C:4]=1[C:26]([N:28]([CH3:40])[CH2:29][CH2:30][CH2:31][NH:32]C(=O)OC(C)(C)C)=[O:27].C(OC(=O)C)C.[ClH:47]. The catalyst is C(OCC)(=O)C. The product is [ClH:47].[NH2:32][CH2:31][CH2:30][CH2:29][N:28]([CH3:40])[C:26]([C:4]1[S:5][C:6]2[C:15]3[CH:14]=[CH:13][CH:12]=[CH:11][C:10]=3[N:9]([CH2:16][C:17](=[O:24])[C:18]3[CH:23]=[CH:22][CH:21]=[CH:20][CH:19]=3)[C:8](=[O:25])[C:7]=2[C:3]=1[O:2][CH3:1])=[O:27]. The yield is 0.540. (8) The reactants are [F:1][CH2:2][C:3]([CH2:15][F:16])([CH3:14])[C:4]([O:6]CC1C=CC=CC=1)=[O:5]. The catalyst is CCOC(C)=O.[Pd]. The product is [F:1][CH2:2][C:3]([CH2:15][F:16])([CH3:14])[C:4]([OH:6])=[O:5]. The yield is 0.880. (9) The reactants are C(OC([NH:11][C@@H:12]([CH2:26][CH2:27][S:28][CH3:29])[C:13]([O:15][C:16]([CH2:19][N:20]1[CH2:25][CH2:24][O:23][CH2:22][CH2:21]1)([CH3:18])[CH3:17])=[O:14])=O)C1C=CC=CC=1. The catalyst is O.[Pd].CN(C=O)C. The product is [NH2:11][C@@H:12]([CH2:26][CH2:27][S:28][CH3:29])[C:13]([O:15][C:16]([CH2:19][N:20]1[CH2:21][CH2:22][O:23][CH2:24][CH2:25]1)([CH3:18])[CH3:17])=[O:14]. The yield is 0.500. (10) The reactants are [OH:1][C:2]1[CH:3]=[C:4]([CH:7]=[CH:8][C:9]=1[O:10][CH3:11])[CH:5]=O.C([O-])=O.[Na+].S(O)(O)(=O)=O.[NH2:21]O.[Cl-].[Na+]. The catalyst is O.C(O)=O. The product is [OH:1][C:2]1[CH:3]=[C:4]([CH:7]=[CH:8][C:9]=1[O:10][CH3:11])[C:5]#[N:21]. The yield is 0.940.